From a dataset of KCNQ2 potassium channel screen with 302,405 compounds. Binary Classification. Given a drug SMILES string, predict its activity (active/inactive) in a high-throughput screening assay against a specified biological target. (1) The compound is O=C1C(/C=C([N+]([O-])=O)C=C1)=C/NNC(=O)c1ccncc1. The result is 0 (inactive). (2) The compound is O(c1c(c2c(cc1)cccc2)/C=N\NC(=O)c1ccc(nc1)C)CC. The result is 0 (inactive).